The task is: Regression. Given a peptide amino acid sequence and an MHC pseudo amino acid sequence, predict their binding affinity value. This is MHC class I binding data.. This data is from Peptide-MHC class I binding affinity with 185,985 pairs from IEDB/IMGT. (1) The peptide sequence is KSDGTGTIY. The MHC is HLA-A01:01 with pseudo-sequence HLA-A01:01. The binding affinity (normalized) is 0.749. (2) The peptide sequence is ETKITFALK. The MHC is HLA-A03:01 with pseudo-sequence HLA-A03:01. The binding affinity (normalized) is 0.469. (3) The peptide sequence is DTCLLAISA. The MHC is HLA-A02:02 with pseudo-sequence HLA-A02:02. The binding affinity (normalized) is 0.226.